Predict the product of the given reaction. From a dataset of Forward reaction prediction with 1.9M reactions from USPTO patents (1976-2016). (1) Given the reactants Cl[C:2]1[C:11]2[C:6](=[CH:7][CH:8]=[CH:9][C:10]=2[O:12][CH:13]2[CH2:18][CH2:17][N:16]([CH3:19])[CH2:15][CH2:14]2)[N:5]=[CH:4][N:3]=1.[CH3:20][C:21]1[C:29]2[C:24](=[CH:25][CH:26]=[C:27]([NH2:30])[CH:28]=2)[NH:23][CH:22]=1, predict the reaction product. The product is: [CH3:20][C:21]1[C:29]2[C:24](=[CH:25][CH:26]=[C:27]([NH:30][C:2]3[C:11]4[C:6](=[CH:7][CH:8]=[CH:9][C:10]=4[O:12][CH:13]4[CH2:18][CH2:17][N:16]([CH3:19])[CH2:15][CH2:14]4)[N:5]=[CH:4][N:3]=3)[CH:28]=2)[NH:23][CH:22]=1. (2) Given the reactants [Cl:1][C:2]1[CH:3]=[C:4]2[C:8](=[C:9]([NH:11][CH:12]3[CH2:16][CH2:15][CH2:14][CH2:13]3)[CH:10]=1)[NH:7][C:6]([C:17]1[S:18][CH2:19][C@@H:20]([CH2:22][C:23]([OH:25])=O)[N:21]=1)=[CH:5]2.[CH3:26][N:27]([CH3:33])[CH:28]1[CH2:32][CH2:31][NH:30][CH2:29]1, predict the reaction product. The product is: [Cl:1][C:2]1[CH:3]=[C:4]2[C:8](=[C:9]([NH:11][CH:12]3[CH2:13][CH2:14][CH2:15][CH2:16]3)[CH:10]=1)[NH:7][C:6]([C:17]1[S:18][CH2:19][C@@H:20]([CH2:22][C:23]([N:30]3[CH2:31][CH2:32][CH:28]([N:27]([CH3:33])[CH3:26])[CH2:29]3)=[O:25])[N:21]=1)=[CH:5]2. (3) Given the reactants Br[C:2]1[CH:7]=[CH:6][C:5]([CH:8]([CH3:23])[C:9]([C:15]2[CH:16]=[CH:17][C:18](=[O:22])[N:19]([CH3:21])[CH:20]=2)([OH:14])[C:10]([F:13])([F:12])[F:11])=[C:4]([Cl:24])[CH:3]=1.[C:25]([CH2:27][C:28]1[CH:33]=[CH:32][C:31](B(O)O)=[CH:30][CH:29]=1)#[N:26], predict the reaction product. The product is: [Cl:24][C:4]1[CH:3]=[C:2]([C:31]2[CH:32]=[CH:33][C:28]([CH2:27][C:25]#[N:26])=[CH:29][CH:30]=2)[CH:7]=[CH:6][C:5]=1[CH:8]([CH3:23])[C:9]([OH:14])([C:15]1[CH:16]=[CH:17][C:18](=[O:22])[N:19]([CH3:21])[CH:20]=1)[C:10]([F:13])([F:12])[F:11]. (4) Given the reactants [C:1]([C:4]1[CH:11]=[CH:10][C:7]([CH:8]=[O:9])=[CH:6][CH:5]=1)([OH:3])=O.[F:12][C:13]([F:23])([F:22])[O:14][C:15]1[CH:16]=[C:17]([CH:19]=[CH:20][CH:21]=1)[NH2:18].C1CCC(N=C=NC2CCCCC2)CC1.Cl, predict the reaction product. The product is: [CH:8]([C:7]1[CH:10]=[CH:11][C:4]([C:1]([NH:18][C:17]2[CH:19]=[CH:20][CH:21]=[C:15]([O:14][C:13]([F:12])([F:22])[F:23])[CH:16]=2)=[O:3])=[CH:5][CH:6]=1)=[O:9]. (5) Given the reactants C([O:3][C:4](=[O:31])[C:5]([NH:9][C:10]([C:12]1[CH:21]=[C:20]([Cl:22])[C:19]2[C:14](=[CH:15][CH:16]=[CH:17][CH:18]=2)[C:13]=1[O:23][CH2:24][CH:25]1[CH2:30][CH2:29][NH:28][CH2:27][CH2:26]1)=[O:11])([CH3:8])[CH2:6][CH3:7])C.CO.[OH-].[Na+], predict the reaction product. The product is: [Cl:22][C:20]1[C:19]2[C:14](=[CH:15][CH:16]=[CH:17][CH:18]=2)[C:13]([O:23][CH2:24][CH:25]2[CH2:30][CH2:29][NH:28][CH2:27][CH2:26]2)=[C:12]([C:10]([NH:9][C:5]([CH3:8])([CH2:6][CH3:7])[C:4]([OH:31])=[O:3])=[O:11])[CH:21]=1.